This data is from Full USPTO retrosynthesis dataset with 1.9M reactions from patents (1976-2016). The task is: Predict the reactants needed to synthesize the given product. Given the product [F:1][C:2]1[C:13]([F:14])=[C:12]([F:15])[CH:11]=[CH:10][C:3]=1[NH:4][C@@H:5]([CH3:9])[C:6]([O:8][CH2:17][CH3:18])=[O:7], predict the reactants needed to synthesize it. The reactants are: [F:1][C:2]1[C:13]([F:14])=[C:12]([F:15])[CH:11]=[CH:10][C:3]=1[NH:4][C@@H:5]([CH3:9])[C:6]([OH:8])=[O:7].Cl.[CH2:17](O)[CH3:18].